This data is from Forward reaction prediction with 1.9M reactions from USPTO patents (1976-2016). The task is: Predict the product of the given reaction. (1) The product is: [CH2:12]([O:11][C:9]([NH:8][C@H:6]([P:3]([O:2][CH3:1])([O:26][C@@H:27]([CH2:32][CH2:33][CH2:34][CH2:35][NH:36][C:37]([O:39][C:40]([CH3:43])([CH3:42])[CH3:41])=[O:38])[C:28]([O:30][CH3:31])=[O:29])=[O:4])[CH3:7])=[O:10])[C:13]1[CH:14]=[CH:15][CH:16]=[CH:17][CH:18]=1. Given the reactants [CH3:1][O:2][P:3]([C@@H:6]([NH:8][C:9]([O:11][CH2:12][C:13]1[CH:18]=[CH:17][CH:16]=[CH:15][CH:14]=1)=[O:10])[CH3:7])(=O)[OH:4].C(Cl)(=O)C(C)(C)C.[OH:26][C@@H:27]([CH2:32][CH2:33][CH2:34][CH2:35][NH:36][C:37]([O:39][C:40]([CH3:43])([CH3:42])[CH3:41])=[O:38])[C:28]([O:30][CH3:31])=[O:29].NCCCCC(O)C(O)=O, predict the reaction product. (2) Given the reactants [Cl:1][C:2]1[CH:7]=[C:6]([Cl:8])[C:5]([N+:9]([O-:11])=[O:10])=[CH:4][C:3]=1[S:12]([CH3:14])=[O:13].ClC1C=C(C=CC=1)C(OO)=[O:20].C([O-])(O)=O.[Na+], predict the reaction product. The product is: [Cl:1][C:2]1[CH:7]=[C:6]([Cl:8])[C:5]([N+:9]([O-:11])=[O:10])=[CH:4][C:3]=1[S:12]([CH3:14])(=[O:20])=[O:13]. (3) Given the reactants C(O[C:4]([C:6]1[CH:7]=[N:8][C:9]2[C:14]([C:15]=1[NH:16][CH:17]1[CH2:21][CH2:20][CH2:19][CH2:18]1)=[CH:13][CH:12]=[CH:11][C:10]=2[O:22][CH3:23])=[O:5])C.[CH2:24]([C:26]1[CH:31]=[CH:30][CH:29]=[C:28]([N:32]=[C:33]=[O:34])[CH:27]=1)[CH3:25], predict the reaction product. The product is: [CH:17]1([N:16]2[C:15]3[C:14]4[CH:13]=[CH:12][CH:11]=[C:10]([O:22][CH3:23])[C:9]=4[N:8]=[CH:7][C:6]=3[C:4](=[O:5])[N:32]([C:28]3[CH:29]=[CH:30][CH:31]=[C:26]([CH2:24][CH3:25])[CH:27]=3)[C:33]2=[O:34])[CH2:18][CH2:19][CH2:20][CH2:21]1. (4) Given the reactants C[O:2][C:3]([C:5]1[CH:6]=[N:7][C:8](Br)=[CH:9][CH:10]=1)=[O:4].[F:12][C:13]1[CH:18]=[CH:17][C:16](B(O)O)=[C:15]([CH3:22])[CH:14]=1.[F-].[Cs+].C(=O)([O-])[O-].[Na+].[Na+].C1(P(C2C=CC=CC=2)C2C=CC=CC=2)C=CC=CC=1, predict the reaction product. The product is: [F:12][C:13]1[CH:18]=[CH:17][C:16]([C:8]2[N:7]=[CH:6][C:5]([C:3]([OH:2])=[O:4])=[CH:10][CH:9]=2)=[C:15]([CH3:22])[CH:14]=1. (5) The product is: [ClH:1].[Cl:1][C:2]1[CH:7]=[C:6]([C:8]([F:10])([F:11])[F:9])[CH:5]=[CH:4][C:3]=1[NH:12][C:13](=[O:32])[NH:14][C:15]1[CH:16]=[C:17]([CH:28]=[C:29]([F:31])[CH:30]=1)[CH2:18][NH:19][C:20]1[C:21]([C:25]([NH2:27])=[O:26])=[N:22][NH:23][CH:24]=1. Given the reactants [Cl:1][C:2]1[CH:7]=[C:6]([C:8]([F:11])([F:10])[F:9])[CH:5]=[CH:4][C:3]=1[NH:12][C:13](=[O:32])[NH:14][C:15]1[CH:16]=[C:17]([CH:28]=[C:29]([F:31])[CH:30]=1)[CH2:18][NH:19][C:20]1[C:21]([C:25]([NH2:27])=[O:26])=[N:22][NH:23][CH:24]=1.Cl, predict the reaction product. (6) Given the reactants Cl.[C:2]([NH:6][OH:7])([CH3:5])([CH3:4])[CH3:3].[CH:8]([C:10]1[CH:19]=[C:18]([O:20][CH3:21])[CH:17]=[C:16]([O:22][CH3:23])[C:11]=1[C:12]([O:14][CH3:15])=[O:13])=O, predict the reaction product. The product is: [C:2]([N+:6]([O-:7])=[CH:8][C:10]1[CH:19]=[C:18]([O:20][CH3:21])[CH:17]=[C:16]([O:22][CH3:23])[C:11]=1[C:12]([O:14][CH3:15])=[O:13])([CH3:5])([CH3:4])[CH3:3]. (7) Given the reactants [CH3:1][S:2](Cl)(=[O:4])=[O:3].[Br:6][C:7]1[CH:8]=[C:9]([NH2:14])[C:10]([CH3:13])=[N:11][CH:12]=1.Cl.C(Cl)Cl, predict the reaction product. The product is: [Br:6][C:7]1[CH:8]=[C:9]([NH:14][S:2]([CH3:1])(=[O:4])=[O:3])[C:10]([CH3:13])=[N:11][CH:12]=1. (8) Given the reactants [CH2:1]([C:3]1([OH:10])[CH2:5][CH:4]1[Si:6]([CH3:9])([CH3:8])[CH3:7])[CH3:2].C(N(CC)CC)C.[CH2:18]([S:20](Cl)(=[O:22])=[O:21])[CH3:19].C([O-])(O)=O.[Na+], predict the reaction product. The product is: [CH2:1]([C:3]1([O:10][S:20]([CH2:18][CH3:19])(=[O:22])=[O:21])[CH2:5][CH:4]1[Si:6]([CH3:9])([CH3:8])[CH3:7])[CH3:2]. (9) Given the reactants OS(O)(=O)=O.[CH2:6]([O:8][C:9](=[O:40])[C:10](=O)[CH2:11][S:12][C:13]([C:15]1[CH:16]=[C:17]2[C:21](=[CH:22][CH:23]=1)[N:20]([CH3:24])[C:19]1[N:25]([CH3:38])[C:26](=[O:37])[C:27]([C:29]3[CH:34]=[CH:33][C:32]([Cl:35])=[CH:31][C:30]=3[Cl:36])=[CH:28][C:18]2=1)=[NH:14])[CH3:7].[OH-].[Na+], predict the reaction product. The product is: [CH2:6]([O:8][C:9]([C:10]1[N:14]=[C:13]([C:15]2[CH:16]=[C:17]3[C:21](=[CH:22][CH:23]=2)[N:20]([CH3:24])[C:19]2[N:25]([CH3:38])[C:26](=[O:37])[C:27]([C:29]4[CH:34]=[CH:33][C:32]([Cl:35])=[CH:31][C:30]=4[Cl:36])=[CH:28][C:18]3=2)[S:12][CH:11]=1)=[O:40])[CH3:7]. (10) Given the reactants [OH-].[Na+].C[O:4][C:5]([C:7]1[CH:8]=[C:9]2[C:13](=[CH:14][CH:15]=1)[N:12]([CH2:16][CH2:17][CH2:18][CH2:19][CH3:20])[CH:11]=[CH:10]2)=[O:6].Cl, predict the reaction product. The product is: [CH2:16]([N:12]1[C:13]2[C:9](=[CH:8][C:7]([C:5]([OH:6])=[O:4])=[CH:15][CH:14]=2)[CH:10]=[CH:11]1)[CH2:17][CH2:18][CH2:19][CH3:20].